Predict which catalyst facilitates the given reaction. From a dataset of Catalyst prediction with 721,799 reactions and 888 catalyst types from USPTO. Reactant: [NH2:1][C@@H:2]1[CH2:11][C@@H:10]2[C@:5]([CH3:14])([CH2:6][CH2:7][CH2:8][C:9]2([CH3:13])[CH3:12])[C@@H:4]([C:15]([C:17]2[CH:18]=[C:19]([OH:24])[CH:20]=[C:21]([OH:23])[CH:22]=2)=[O:16])[C@@H:3]1[CH3:25].[CH3:26][N:27]=[C:28]=[S:29]. Product: [OH:24][C:19]1[CH:18]=[C:17]([C:15]([C@@H:4]2[C@:5]3([CH3:14])[C@H:10]([C:9]([CH3:13])([CH3:12])[CH2:8][CH2:7][CH2:6]3)[CH2:11][C@@H:2]([NH:1][C:28]([NH:27][CH3:26])=[S:29])[C@H:3]2[CH3:25])=[O:16])[CH:22]=[C:21]([OH:23])[CH:20]=1. The catalyst class is: 1.